Dataset: Catalyst prediction with 721,799 reactions and 888 catalyst types from USPTO. Task: Predict which catalyst facilitates the given reaction. (1) Reactant: [OH:1][CH:2]1[CH:8]2[CH2:9][CH:5]([CH2:6][N:7]2[C:10]([O:12][C:13]([CH3:16])([CH3:15])[CH3:14])=[O:11])[CH2:4][CH2:3]1.C([O-])(=O)C.[Na+].[Cr](Cl)([O-])(=O)=O.[NH+]1C=CC=CC=1. Product: [O:1]=[C:2]1[CH:8]2[CH2:9][CH:5]([CH2:6][N:7]2[C:10]([O:12][C:13]([CH3:16])([CH3:15])[CH3:14])=[O:11])[CH2:4][CH2:3]1. The catalyst class is: 363. (2) Reactant: [Br:1][C:2]1[CH:10]=[C:9]2[C:5]([CH:6]=[N:7][N:8]2S(C2C=CC=CC=2)(=O)=O)=[C:4]([C:20]2[O:21][C:22]([CH2:25]Cl)=[N:23][N:24]=2)[CH:3]=1.[I-].[Na+].[N:29]1([CH2:35][CH2:36][CH2:37][NH2:38])[CH2:34][CH2:33][O:32][CH2:31][CH2:30]1.CCN(C(C)C)C(C)C. Product: [Br:1][C:2]1[CH:10]=[C:9]2[C:5]([CH:6]=[N:7][NH:8]2)=[C:4]([C:20]2[O:21][C:22]([CH2:25][NH:38][CH2:37][CH2:36][CH2:35][N:29]3[CH2:34][CH2:33][O:32][CH2:31][CH2:30]3)=[N:23][N:24]=2)[CH:3]=1. The catalyst class is: 10.